From a dataset of Reaction yield outcomes from USPTO patents with 853,638 reactions. Predict the reaction yield, written as a fraction of the theoretical maximum amount of product (1.0 means a 100% yield; for example, 0.34 means a 34% yield). (1) The reactants are [CH3:1][N:2]([CH3:25])[C:3]([C:5]1[CH:24]=[CH:23][C:8]([O:9][CH2:10]/[C:11](=[CH:21]\[F:22])/[CH2:12][NH:13]C(=O)OC(C)(C)C)=[CH:7][CH:6]=1)=[O:4].FC(F)(F)C(O)=O.[ClH:33]. The product is [ClH:33].[NH2:13][CH2:12]/[C:11](=[CH:21]/[F:22])/[CH2:10][O:9][C:8]1[CH:23]=[CH:24][C:5]([C:3]([N:2]([CH3:25])[CH3:1])=[O:4])=[CH:6][CH:7]=1. The catalyst is C(Cl)Cl. The yield is 0.710. (2) The reactants are [C:1]([C:3]1[CH:10]=[CH:9][C:6]([CH:7]=[O:8])=[CH:5][CH:4]=1)#[CH:2].[BH4-].[Na+]. The catalyst is CO. The product is [C:1]([C:3]1[CH:10]=[CH:9][C:6]([CH2:7][OH:8])=[CH:5][CH:4]=1)#[CH:2]. The yield is 0.610. (3) The product is [N:1]1[N:2]=[C:3]([C:9]2[CH:15]=[CH:14][C:12]([NH:13][C:17]3[CH:18]=[CH:19][C:20]4[CH2:21][N:22]([CH2:34][CH2:35][OH:36])[CH2:23][C@@H:24]([C:28]5[CH:33]=[CH:32][CH:31]=[CH:30][CH:29]=5)[O:25][C:26]=4[N:27]=3)=[CH:11][CH:10]=2)[N:4]2[CH2:8][CH2:7][CH2:6][C:5]=12. The yield is 0.210. The catalyst is C([O-])(=O)C.[Pd+2].C([O-])(=O)C.C(N(CC)CC)C.CCO.COCCOC. The reactants are [N:1]1[N:2]=[C:3]([C:9]2[CH:15]=[CH:14][C:12]([NH2:13])=[CH:11][CH:10]=2)[N:4]2[CH2:8][CH2:7][CH2:6][C:5]=12.Cl[C:17]1[CH:18]=[CH:19][C:20]2[CH2:21][N:22]([CH2:34][CH2:35][OH:36])[CH2:23][C@@H:24]([C:28]3[CH:33]=[CH:32][CH:31]=[CH:30][CH:29]=3)[O:25][C:26]=2[N:27]=1.C1(P(C2CCCCC2)C2C=CC=CC=2C2C=CC=CC=2)CCCCC1.C(=O)([O-])[O-].[Cs+].[Cs+].